This data is from Reaction yield outcomes from USPTO patents with 853,638 reactions. The task is: Predict the reaction yield, written as a fraction of the theoretical maximum amount of product (1.0 means a 100% yield; for example, 0.34 means a 34% yield). (1) The reactants are BrC1C=C[C:5](NCC(OC)=O)=[N:6]C=1.[F:14][C:15]1[CH:16]=[CH:17][CH:18]=[C:19]2[C:23]=1[N:22]([CH3:24])[CH:21]=[C:20]2[CH:25]=O.CN1C2C(=CC=CC=2)C(C)=C1C=O. No catalyst specified. The product is [F:14][C:15]1[CH:16]=[CH:17][CH:18]=[C:19]2[C:23]=1[N:22]([CH3:24])[CH:21]=[C:20]2[CH2:25][NH:6][CH3:5]. The yield is 0.720. (2) The yield is 0.700. The catalyst is CN(C)C=O. The reactants are Cl[CH2:2][C:3]([NH:5][C:6]1[C:7]([C:11]([O:13][CH3:14])=[O:12])=[CH:8][S:9][CH:10]=1)=[O:4].C(=O)([O-])[O-].[K+].[K+].[Cl:21][C:22]1[CH:23]=[C:24]([OH:29])[CH:25]=[CH:26][C:27]=1[Cl:28].O. The product is [CH3:14][O:13][C:11]([C:7]1[C:6]([NH:5][C:3](=[O:4])[CH2:2][O:29][C:24]2[CH:25]=[CH:26][C:27]([Cl:28])=[C:22]([Cl:21])[CH:23]=2)=[CH:10][S:9][CH:8]=1)=[O:12]. (3) The reactants are [C:1]1([C@H:7]2[C@H:16]3[CH2:17][CH2:18][N:19]([C:20]([C@H:22]4[CH2:27][CH2:26][CH2:25][CH2:24][C@H:23]4[NH:28][C:29]([C:31]4[CH:40]=[CH:39][C:34]([C:35]([O:37]C)=[O:36])=[CH:33][CH:32]=4)=[O:30])=[O:21])[C@H:15]3[C:14]3[CH:13]=[CH:12][CH:11]=[CH:10][C:9]=3[NH:8]2)[CH:6]=[CH:5][CH:4]=[CH:3][CH:2]=1.[OH-].[Na+].Cl. The catalyst is O1CCCC1.CO. The product is [C:1]1([C@H:7]2[C@H:16]3[CH2:17][CH2:18][N:19]([C:20]([C@H:22]4[CH2:27][CH2:26][CH2:25][CH2:24][C@H:23]4[NH:28][C:29]([C:31]4[CH:40]=[CH:39][C:34]([C:35]([OH:37])=[O:36])=[CH:33][CH:32]=4)=[O:30])=[O:21])[C@H:15]3[C:14]3[CH:13]=[CH:12][CH:11]=[CH:10][C:9]=3[NH:8]2)[CH:2]=[CH:3][CH:4]=[CH:5][CH:6]=1. The yield is 0.680. (4) The reactants are [CH:1]1([CH:4]([OH:31])[C:5]2[CH:6]=[N:7][N:8]([CH2:10][C:11]3[CH:20]=[C:19]4[C:14]([C:15]([C:24]5[CH:29]=[CH:28][C:27]([F:30])=[CH:26][CH:25]=5)=[CH:16][C:17]([C:21]([NH2:23])=[O:22])=[N:18]4)=[CH:13][CH:12]=3)[CH:9]=2)[CH2:3][CH2:2]1.CC(OI1(OC(C)=O)(OC(C)=O)OC(=O)C2C=CC=CC1=2)=O.[O-]S([O-])(=S)=O.[Na+].[Na+].C(=O)([O-])O.[Na+]. The catalyst is C(Cl)Cl. The product is [CH:1]1([C:4]([C:5]2[CH:6]=[N:7][N:8]([CH2:10][C:11]3[CH:20]=[C:19]4[C:14]([C:15]([C:24]5[CH:29]=[CH:28][C:27]([F:30])=[CH:26][CH:25]=5)=[CH:16][C:17]([C:21]([NH2:23])=[O:22])=[N:18]4)=[CH:13][CH:12]=3)[CH:9]=2)=[O:31])[CH2:3][CH2:2]1. The yield is 0.151. (5) The reactants are Br[C:2]1[CH:3]=[C:4]([C@@:9]([NH:31][C:32](=[O:44])[C:33]2[CH:38]=[CH:37][C:36]([F:39])=[C:35]([C:40]([F:43])([F:42])[F:41])[CH:34]=2)([C:17]2[CH:22]=[C:21]([O:23][C:24]([F:29])([F:28])[CH:25]([F:27])[F:26])[CH:20]=[C:19]([F:30])[CH:18]=2)[CH2:10][C:11]2[CH:16]=[CH:15][CH:14]=[CH:13][CH:12]=2)[CH:5]=[CH:6][C:7]=1[F:8].[CH:45]1(B(O)O)[CH2:47][CH2:46]1.C1(P(C2CCCCC2)C2CCCCC2)CCCCC1.[O-]P([O-])([O-])=O.[K+].[K+].[K+]. The catalyst is C1(C)C=CC=CC=1.C([O-])(=O)C.[Pd+2].C([O-])(=O)C. The product is [CH:45]1([C:2]2[CH:3]=[C:4]([C@@:9]([NH:31][C:32](=[O:44])[C:33]3[CH:38]=[CH:37][C:36]([F:39])=[C:35]([C:40]([F:42])([F:41])[F:43])[CH:34]=3)([C:17]3[CH:22]=[C:21]([O:23][C:24]([F:28])([F:29])[CH:25]([F:26])[F:27])[CH:20]=[C:19]([F:30])[CH:18]=3)[CH2:10][C:11]3[CH:16]=[CH:15][CH:14]=[CH:13][CH:12]=3)[CH:5]=[CH:6][C:7]=2[F:8])[CH2:47][CH2:46]1. The yield is 0.300. (6) The reactants are [F:1][C:2]([F:41])([F:40])[C:3]1[CH:4]=[C:5]([C:13]([CH3:39])([CH3:38])[C:14]([N:16]([C:18]2[C:19]([C:31]3[CH:36]=[CH:35][CH:34]=[CH:33][C:32]=3[Cl:37])=[CH:20][C:21]([N:24]3[CH2:29][CH2:28][C:27](=O)[CH2:26][CH2:25]3)=[N:22][CH:23]=2)[CH3:17])=[O:15])[CH:6]=[C:7]([C:9]([F:12])([F:11])[F:10])[CH:8]=1.CO.C([BH3-])#[N:45].[Na+]. The catalyst is C(OCC)(=O)C. The product is [NH2:45][CH:27]1[CH2:28][CH2:29][N:24]([C:21]2[CH:20]=[C:19]([C:31]3[CH:36]=[CH:35][CH:34]=[CH:33][C:32]=3[Cl:37])[C:18]([N:16]([CH3:17])[C:14](=[O:15])[C:13]([C:5]3[CH:4]=[C:3]([C:2]([F:40])([F:41])[F:1])[CH:8]=[C:7]([C:9]([F:10])([F:12])[F:11])[CH:6]=3)([CH3:39])[CH3:38])=[CH:23][N:22]=2)[CH2:25][CH2:26]1. The yield is 0.640. (7) The reactants are [Br:1][C:2]1[CH:3]=[C:4]([C:8]2([C:15]3[CH:20]=[CH:19][N:18]=[CH:17][CH:16]=3)[C:12](=S)S[C:10](=[S:14])[NH:9]2)[CH:5]=[CH:6][CH:7]=1.[NH2:21][CH2:22][CH2:23][CH2:24][NH2:25]. The catalyst is C(O)C. The product is [Br:1][C:2]1[CH:3]=[C:4]([C:8]2([C:15]3[CH:20]=[CH:19][N:18]=[CH:17][CH:16]=3)[C:12]3=[N:25][CH2:24][CH2:23][CH2:22][N:21]3[C:10](=[S:14])[NH:9]2)[CH:5]=[CH:6][CH:7]=1. The yield is 0.790.